Task: Predict the reactants needed to synthesize the given product.. Dataset: Full USPTO retrosynthesis dataset with 1.9M reactions from patents (1976-2016) Given the product [OH:39][C:40]1[CH:47]=[C:46]([CH:45]=[CH:42][CH:41]=1)/[CH:16]=[N:18]/[CH2:19][CH2:20][C@H:21]([NH:26][C:27]([C:29]1[N:30]=[N:31][N:32]([CH2:34][C:35]([O:37][CH3:38])=[O:36])[CH:33]=1)=[O:28])[C:22]([O:24][CH3:25])=[O:23], predict the reactants needed to synthesize it. The reactants are: C1C2C(CO[C:16]([NH:18][CH2:19][CH2:20][C@H:21]([NH:26][C:27]([C:29]3[N:30]=[N:31][N:32]([CH2:34][C:35]([O:37][CH3:38])=[O:36])[CH:33]=3)=[O:28])[C:22]([O:24][CH3:25])=[O:23])=O)C3C(=CC=CC=3)C=2C=CC=1.[OH:39][C:40]1[CH:41]=[C:42]([CH:45]=[CH:46][CH:47]=1)C=O.